This data is from Catalyst prediction with 721,799 reactions and 888 catalyst types from USPTO. The task is: Predict which catalyst facilitates the given reaction. (1) Reactant: [Cl:1][C:2]1[N:3]=[C:4](Cl)[C:5]2[C:10]([CH3:11])=[CH:9][NH:8][C:6]=2[N:7]=1.CC1(C)C(C)(C)OB([C:21]2[CH:22]=[C:23]([CH2:27][C:28]#[N:29])[CH:24]=[CH:25][CH:26]=2)O1.C([O-])([O-])=O.[Na+].[Na+]. Product: [Cl:1][C:2]1[N:3]=[C:4]([C:21]2[CH:22]=[C:23]([CH2:27][C:28]#[N:29])[CH:24]=[CH:25][CH:26]=2)[C:5]2[C:10]([CH3:11])=[CH:9][NH:8][C:6]=2[N:7]=1. The catalyst class is: 77. (2) Reactant: [CH:1]1([N:5]([CH2:21][CH2:22][CH2:23][C:24]2[C:32]3[C:27](=[CH:28][CH:29]=[C:30]([F:33])[CH:31]=3)[NH:26][CH:25]=2)[CH:6]2[CH2:15][C:14]3[C:13]([C:16]([O:18]C)=[O:17])=[CH:12][CH:11]=[C:10]([F:20])[C:9]=3[O:8][CH2:7]2)[CH2:4][CH2:3][CH2:2]1.[OH-].[Na+].O. Product: [CH:1]1([N:5]([CH2:21][CH2:22][CH2:23][C:24]2[C:32]3[C:27](=[CH:28][CH:29]=[C:30]([F:33])[CH:31]=3)[NH:26][CH:25]=2)[CH:6]2[CH2:15][C:14]3[C:13]([C:16]([OH:18])=[O:17])=[CH:12][CH:11]=[C:10]([F:20])[C:9]=3[O:8][CH2:7]2)[CH2:2][CH2:3][CH2:4]1. The catalyst class is: 8. (3) Reactant: [CH:1]([O-:3])=[O:2].[Na+].CN1[C:11](=[O:12])N(C)CCC1.Cl[CH2:15][Si:16]([O:21][CH3:22])([O:19][CH3:20])[O:17][CH3:18]. Product: [CH:1]([O:3][CH2:15][Si:16]([O:21][CH3:22])([O:19][CH3:20])[O:17][CH3:18])=[O:2].[CH:1]([O:12][CH3:11])=[O:2].[CH3:18][O:17][Si:16]([O:3][CH3:1])([O:21][CH3:22])[O:19][CH3:20]. The catalyst class is: 11. (4) Reactant: [NH2:1][CH2:2][C@@H:3]1[C@@H:11]([C@@:12]2([CH3:21])[CH2:17][CH2:16][C@H:15]([OH:18])[CH2:14][C@@H:13]2[CH2:19][OH:20])[CH2:10][CH2:9][C@@:8]2([CH3:22])[C@H:4]1[CH2:5][CH2:6][C:7]2=[CH2:23].[F:24][C:25]1[CH:32]=[C:31]([CH3:33])[CH:30]=[CH:29][C:26]=1[CH:27]=O.[BH4-].[Na+]. Product: [F:24][C:25]1[CH:32]=[C:31]([CH3:33])[CH:30]=[CH:29][C:26]=1[CH2:27][NH:1][CH2:2][C@@H:3]1[C@@H:11]([C@@:12]2([CH3:21])[CH2:17][CH2:16][C@H:15]([OH:18])[CH2:14][C@@H:13]2[CH2:19][OH:20])[CH2:10][CH2:9][C@@:8]2([CH3:22])[C@H:4]1[CH2:5][CH2:6][C:7]2=[CH2:23]. The catalyst class is: 5. (5) Reactant: [CH2:1]([Li])[CH2:2][CH2:3]C.C(NC(C)C)(C)C.[CH3:13][N:14]1[C:22]2[C:17](=[CH:18][CH:19]=[CH:20][CH:21]=2)[C:16]([CH2:23][C:24]([OH:26])=[O:25])=[CH:15]1.C(I)CC. Product: [CH3:13][N:14]1[C:22]2[C:17](=[CH:18][CH:19]=[CH:20][CH:21]=2)[C:16]([CH:23]([CH2:1][CH2:2][CH3:3])[C:24]([OH:26])=[O:25])=[CH:15]1. The catalyst class is: 7. (6) Reactant: [C:1]([C:5]1[N:10]=[CH:9][C:8]([C:11]2[N:12]([C:32]([N:34]3[CH2:39][CH2:38][C:37](=O)[CH2:36][CH2:35]3)=[O:33])[C@@:13]([C:25]3[CH:30]=[CH:29][C:28]([Cl:31])=[CH:27][CH:26]=3)([CH3:24])[C@@:14]([C:17]3[CH:22]=[CH:21][C:20]([Cl:23])=[CH:19][CH:18]=3)([CH3:16])[N:15]=2)=[C:7]([O:41][CH2:42][CH3:43])[CH:6]=1)([CH3:4])([CH3:3])[CH3:2].Cl.[NH2:45][CH2:46][CH2:47][S:48]([CH3:51])(=[O:50])=[O:49].C([O-])(=O)C.[Na+].C(O[BH-](OC(=O)C)OC(=O)C)(=O)C.[Na+].C(=O)(O)[O-].[Na+]. Product: [C:1]([C:5]1[N:10]=[CH:9][C:8]([C:11]2[N:12]([C:32]([N:34]3[CH2:39][CH2:38][CH:37]([NH:45][CH2:46][CH2:47][S:48]([CH3:51])(=[O:50])=[O:49])[CH2:36][CH2:35]3)=[O:33])[C@@:13]([C:25]3[CH:30]=[CH:29][C:28]([Cl:31])=[CH:27][CH:26]=3)([CH3:24])[C@@:14]([C:17]3[CH:22]=[CH:21][C:20]([Cl:23])=[CH:19][CH:18]=3)([CH3:16])[N:15]=2)=[C:7]([O:41][CH2:42][CH3:43])[CH:6]=1)([CH3:2])([CH3:3])[CH3:4]. The catalyst class is: 4. (7) Product: [CH2:20]([O:27][C:28]1[C:33]([CH2:34][N:14]2[CH2:13][CH2:12][C:11]3[C:16](=[C:17]([Cl:18])[C:8]([Br:7])=[CH:9][CH:10]=3)[C:15]2=[O:19])=[C:32]([CH3:36])[CH:31]=[C:30]([CH3:37])[N:29]=1)[C:21]1[CH:26]=[CH:25][CH:24]=[CH:23][CH:22]=1. Reactant: CC(C)([O-])C.[K+].[Br:7][C:8]1[C:17]([Cl:18])=[C:16]2[C:11]([CH2:12][CH2:13][NH:14][C:15]2=[O:19])=[CH:10][CH:9]=1.[CH2:20]([O:27][C:28]1[C:33]([CH2:34]Cl)=[C:32]([CH3:36])[CH:31]=[C:30]([CH3:37])[N:29]=1)[C:21]1[CH:26]=[CH:25][CH:24]=[CH:23][CH:22]=1. The catalyst class is: 9. (8) Reactant: [CH2:1]([N:8]1[C:13](=[O:14])[C:12]2[CH:15]=[C:16]([C:18]([OH:20])=[O:19])[S:17][C:11]=2[NH:10][C:9]1=[O:21])[C:2]1[CH:7]=[CH:6][CH:5]=[CH:4][CH:3]=1.[CH3:22][C:23]1[CH:28]=[CH:27][C:26](S([O-])(=O)=O)=[CH:25][CH:24]=1.C[N+]1(CCN=C=NC2CCCCC2)CCOCC1.C(O)C1C=CC=CC=1. Product: [CH2:22]([O:19][C:18]([C:16]1[S:17][C:11]2[NH:10][C:9](=[O:21])[N:8]([CH2:1][C:2]3[CH:7]=[CH:6][CH:5]=[CH:4][CH:3]=3)[C:13](=[O:14])[C:12]=2[CH:15]=1)=[O:20])[C:23]1[CH:28]=[CH:27][CH:26]=[CH:25][CH:24]=1. The catalyst class is: 4. (9) Reactant: [CH3:1][C:2]1[C:3]([NH:15][CH:16]2[CH2:33][CH2:32][C:19]3([CH2:24][CH2:23][N:22](C(OC(C)(C)C)=O)[CH2:21][CH2:20]3)[CH2:18][CH2:17]2)=[N:4][C:5]([NH:8][C:9]2[CH:10]=[N:11][N:12]([CH3:14])[CH:13]=2)=[N:6][CH:7]=1.Cl.CCOC(C)=O. Product: [CH3:1][C:2]1[C:3]([NH:15][CH:16]2[CH2:33][CH2:32][C:19]3([CH2:24][CH2:23][NH:22][CH2:21][CH2:20]3)[CH2:18][CH2:17]2)=[N:4][C:5]([NH:8][C:9]2[CH:10]=[N:11][N:12]([CH3:14])[CH:13]=2)=[N:6][CH:7]=1. The catalyst class is: 2.